This data is from Full USPTO retrosynthesis dataset with 1.9M reactions from patents (1976-2016). The task is: Predict the reactants needed to synthesize the given product. Given the product [CH3:1][N:2]([CH3:33])[C@H:3]1[CH2:4][CH2:5][C@H:6]([C:9]([NH:11][C:12]2[C:16]3[CH:17]=[CH:18][C:19]([OH:21])=[CH:20][C:15]=3[O:14][C:13]=2[C:23]([NH:25][C:26]2[CH:31]=[CH:30][C:29]([Cl:32])=[CH:28][N:27]=2)=[O:24])=[O:10])[CH2:7][CH2:8]1, predict the reactants needed to synthesize it. The reactants are: [CH3:1][N:2]([CH3:33])[C@H:3]1[CH2:8][CH2:7][C@H:6]([C:9]([NH:11][C:12]2[C:16]3[CH:17]=[CH:18][C:19]([O:21]C)=[CH:20][C:15]=3[O:14][C:13]=2[C:23]([NH:25][C:26]2[CH:31]=[CH:30][C:29]([Cl:32])=[CH:28][N:27]=2)=[O:24])=[O:10])[CH2:5][CH2:4]1.B(Br)(Br)Br.C(=O)([O-])O.[Na+].